From a dataset of Full USPTO retrosynthesis dataset with 1.9M reactions from patents (1976-2016). Predict the reactants needed to synthesize the given product. Given the product [CH2:8]([O:15][CH2:16][CH2:17][C:18]1[C:19](=[O:20])[O:21][C:26]2[C:25]([C:24]=1[OH:45])=[CH:30][CH:29]=[C:28]([O:31][CH3:32])[C:27]=2[O:33][CH:34]1[CH2:35][CH2:36][CH2:37][CH2:38]1)[C:9]1[CH:14]=[CH:13][CH:12]=[CH:11][CH:10]=1, predict the reactants needed to synthesize it. The reactants are: FC(F)(F)C(O)=O.[CH2:8]([O:15][CH2:16][CH2:17][CH:18]([C:24](=[O:45])[C:25]1[CH:30]=[CH:29][C:28]([O:31][CH3:32])=[C:27]([O:33][CH:34]2[CH2:38][CH2:37][CH2:36][CH2:35]2)[C:26]=1OC1CCCC1)[C:19]([O:21]CC)=[O:20])[C:9]1[CH:14]=[CH:13][CH:12]=[CH:11][CH:10]=1.